Dataset: Full USPTO retrosynthesis dataset with 1.9M reactions from patents (1976-2016). Task: Predict the reactants needed to synthesize the given product. (1) The reactants are: [F:1][C:2]1[CH:3]=[C:4]([CH:6]=[CH:7][C:8]=1[F:9])[NH2:5].Cl[C:11]1[C:16]([CH3:17])=[C:15]([N:18]2[CH2:23][CH2:22][N:21]([C:24]3[C:29]([C:30]([F:33])([F:32])[F:31])=[CH:28][CH:27]=[CH:26][N:25]=3)[CH2:20][CH2:19]2)[N:14]=[C:13]([N:34]2[CH2:39][CH2:38][O:37][CH2:36][CH2:35]2)[N:12]=1.C1(P(C2C=CC=CC=2)C2C=CC3C(=CC=CC=3)C=2C2C3C(=CC=CC=3)C=CC=2P(C2C=CC=CC=2)C2C=CC=CC=2)C=CC=CC=1.CC(C)([O-])C.[K+]. Given the product [F:1][C:2]1[CH:3]=[C:4]([NH:5][C:11]2[C:16]([CH3:17])=[C:15]([N:18]3[CH2:19][CH2:20][N:21]([C:24]4[C:29]([C:30]([F:31])([F:32])[F:33])=[CH:28][CH:27]=[CH:26][N:25]=4)[CH2:22][CH2:23]3)[N:14]=[C:13]([N:34]3[CH2:35][CH2:36][O:37][CH2:38][CH2:39]3)[N:12]=2)[CH:6]=[CH:7][C:8]=1[F:9], predict the reactants needed to synthesize it. (2) Given the product [F:30][C:25]1[CH:26]=[CH:27][CH:28]=[C:29]2[C:24]=1[NH:23][C:22](=[O:31])[CH:21]=[C:20]2[CH2:19][N:13]1[C:12]2[CH:14]=[CH:15][CH:16]=[CH:17][C:11]=2[N:10]=[C:9]1[C:5]1[CH:4]=[N:3][CH:8]=[CH:7][CH:6]=1, predict the reactants needed to synthesize it. The reactants are: [H-].[Na+].[N:3]1[CH:8]=[CH:7][CH:6]=[C:5]([C:9]2[NH:13][C:12]3[CH:14]=[CH:15][CH:16]=[CH:17][C:11]=3[N:10]=2)[CH:4]=1.Br[CH2:19][C:20]1[C:29]2[C:24](=[C:25]([F:30])[CH:26]=[CH:27][CH:28]=2)[NH:23][C:22](=[O:31])[CH:21]=1. (3) Given the product [CH2:15]([C:14]1[N:13]=[C:11]([C:3]2[CH:2]=[N:1][C:10]3[C:5]([CH:4]=2)=[CH:6][CH:7]=[CH:8][CH:9]=3)[NH:12][C:20](=[O:21])[CH:19]=1)[CH2:16][CH3:17], predict the reactants needed to synthesize it. The reactants are: [N:1]1[C:10]2[C:5](=[CH:6][CH:7]=[CH:8][CH:9]=2)[CH:4]=[C:3]([C:11]([NH2:13])=[NH:12])[CH:2]=1.[C:14]([CH2:19][C:20](OCC)=[O:21])(=O)[CH2:15][CH2:16][CH3:17].[O-]CC.[Na+]. (4) Given the product [F:18][C:19]1[C:20]([C:44]2[CH:49]=[CH:48][CH:47]=[CH:46][CH:45]=2)=[CH:21][C:22](=[O:43])[N:23]([CH2:25][CH2:26][C@@:27]([CH3:42])([S:38]([CH3:41])(=[O:39])=[O:40])[C:28]([NH:30][OH:31])=[O:29])[CH:24]=1, predict the reactants needed to synthesize it. The reactants are: C1(C)C=CC(S([O-])(=O)=O)=CC=1.[NH+]1C=CC=CC=1.[F:18][C:19]1[C:20]([C:44]2[CH:49]=[CH:48][CH:47]=[CH:46][CH:45]=2)=[CH:21][C:22](=[O:43])[N:23]([CH2:25][CH2:26][C@@:27]([CH3:42])([S:38]([CH3:41])(=[O:40])=[O:39])[C:28]([NH:30][O:31]C2CCCCO2)=[O:29])[CH:24]=1. (5) Given the product [C:1]([C:4]1[CH:9]=[CH:8][C:7]([N:10]([CH2:20][C:19]([CH3:21])=[CH2:18])[C:11](=[O:13])[CH3:12])=[C:6]([Br:14])[CH:5]=1)(=[O:3])[CH3:2], predict the reactants needed to synthesize it. The reactants are: [C:1]([C:4]1[CH:9]=[CH:8][C:7]([NH:10][C:11](=[O:13])[CH3:12])=[C:6]([Br:14])[CH:5]=1)(=[O:3])[CH3:2].[H-].[Na+].Br[CH2:18][C:19]([CH3:21])=[CH2:20]. (6) The reactants are: [Cl:1][C:2]1[N:3]=[N:4][C:5](Cl)=[CH:6][CH:7]=1.[CH3:9][N:10]1[CH:14]=[C:13](B2OC(C)(C)C(C)(C)O2)[CH:12]=[N:11]1.C(=O)([O-])[O-].[K+].[K+]. Given the product [Cl:1][C:2]1[N:3]=[N:4][C:5]([C:13]2[CH:12]=[N:11][N:10]([CH3:9])[CH:14]=2)=[CH:6][CH:7]=1, predict the reactants needed to synthesize it. (7) Given the product [CH3:1][O:2][C:3](=[O:29])[CH:4]([NH:13][C:14](=[O:28])[CH:15]([CH2:23][S:24][C:25](=[O:27])[CH3:26])[CH2:16][C:17]1[CH:18]=[CH:19][CH:20]=[CH:21][CH:22]=1)[CH2:5][C:6]1[CH:7]=[CH:8][C:9]([NH:12][C:49](=[O:50])[CH2:48][N:37]([C:35]([O:34][C:30]([CH3:32])([CH3:31])[CH3:33])=[O:36])[CH2:38][C:39]([N:41]2[CH2:45][CH2:44][CH2:43][CH:42]2[C:46]#[N:47])=[O:40])=[CH:10][CH:11]=1, predict the reactants needed to synthesize it. The reactants are: [CH3:1][O:2][C:3](=[O:29])[CH:4]([NH:13][C:14](=[O:28])[CH:15]([CH2:23][S:24][C:25](=[O:27])[CH3:26])[CH2:16][C:17]1[CH:22]=[CH:21][CH:20]=[CH:19][CH:18]=1)[CH2:5][C:6]1[CH:11]=[CH:10][C:9]([NH2:12])=[CH:8][CH:7]=1.[C:30]([O:34][C:35]([N:37]([CH2:48][C:49](O)=[O:50])[CH2:38][C:39]([N:41]1[CH2:45][CH2:44][CH2:43][CH:42]1[C:46]#[N:47])=[O:40])=[O:36])([CH3:33])([CH3:32])[CH3:31].P(Cl)(Cl)(Cl)=O. (8) Given the product [OH:11][C@H:10]1[CH2:9][CH2:8][C@H:7]2[C@H:6]3[C@H:5]([CH2:4][CH2:3][C@:2]12[CH3:1])[C@@H:20]1[C@@H:14]([CH2:15][C:16](=[O:17])[CH2:18][CH2:19]1)[CH2:13][CH2:12]3, predict the reactants needed to synthesize it. The reactants are: [CH3:1][C@@:2]12[C@@H:10]([OH:11])[CH2:9][CH2:8][C@H:7]1[C@@H:6]1[CH2:12][CH2:13][C:14]3[C@@H:20]([C@H:5]1[CH2:4][CH2:3]2)[CH2:19][CH2:18][C:16](=[O:17])[CH:15]=3.CCCCCCCC(C([NH3+])(C(CCCCCCC)=O)C(CCCCCCC)=O)=O.[Cl-]. (9) Given the product [C:12]([O:11][C:9]([N:7]([C:1]1[CH:2]=[CH:3][CH:4]=[CH:5][CH:6]=1)[NH:8][C:20](=[O:21])[CH2:19][O:18][CH2:17][C:16]([OH:23])=[O:22])=[O:10])([CH3:15])([CH3:14])[CH3:13], predict the reactants needed to synthesize it. The reactants are: [C:1]1([N:7]([C:9]([O:11][C:12]([CH3:15])([CH3:14])[CH3:13])=[O:10])[NH2:8])[CH:6]=[CH:5][CH:4]=[CH:3][CH:2]=1.[C:16]1(=[O:23])[O:22][C:20](=[O:21])[CH2:19][O:18][CH2:17]1.C(=O)([O-])[O-].[Na+].[Na+]. (10) Given the product [I:10][C:9]1[N:4]2[C:5]([S:6][C:2]([C:17]3[CH:16]=[N:15][CH:14]=[C:13]([O:12][CH3:11])[CH:18]=3)=[N:3]2)=[N:7][CH:8]=1, predict the reactants needed to synthesize it. The reactants are: Br[C:2]1[S:6][C:5]2=[N:7][CH:8]=[C:9]([I:10])[N:4]2[N:3]=1.[CH3:11][O:12][C:13]1[CH:14]=[N:15][CH:16]=[C:17](B2OC(C)(C)C(C)(C)O2)[CH:18]=1.C([O-])([O-])=O.[K+].[K+].